This data is from TCR-epitope binding with 47,182 pairs between 192 epitopes and 23,139 TCRs. The task is: Binary Classification. Given a T-cell receptor sequence (or CDR3 region) and an epitope sequence, predict whether binding occurs between them. (1) The TCR CDR3 sequence is CASTEGHEQYF. Result: 1 (the TCR binds to the epitope). The epitope is NLVPMVATV. (2) The epitope is TLIGDCATV. The TCR CDR3 sequence is CATRDSSYNEQFF. Result: 1 (the TCR binds to the epitope). (3) The epitope is FLKEKGGL. The TCR CDR3 sequence is CASSIFGSPFNQPQHF. Result: 1 (the TCR binds to the epitope). (4) The epitope is HPKVSSEVHI. The TCR CDR3 sequence is CASSPVSEQYF. Result: 0 (the TCR does not bind to the epitope). (5) The epitope is LQPFPQPELPYPQPQ. The TCR CDR3 sequence is CASSQRLAGVSPDTQYF. Result: 0 (the TCR does not bind to the epitope).